This data is from Experimentally validated miRNA-target interactions with 360,000+ pairs, plus equal number of negative samples. The task is: Binary Classification. Given a miRNA mature sequence and a target amino acid sequence, predict their likelihood of interaction. (1) The miRNA is hsa-miR-337-3p with sequence CUCCUAUAUGAUGCCUUUCUUC. The protein sequence of the target gene is MAALTDLSFMYRWFKNCNLVGNLSEKYVFITGCDSGFGNLLAKQLVDRGMQVLAACFTEEGSQKLQRDTSYRLQTTLLDVTKSESIKAAAQWVRDKVGEQGLWALVNNAGVGLPSGPNEWLTKDDFVKVINVNLVGLIEVTLHMLPMVKRARGRVVNMSSSGGRVAVIGGGYCVSKFGVEAFSDSIRRELYYFGVKVCIIEPGNYRTAILGKENLESRMRKLWERLPQETRDSYGEDYFRIYTDKLKNIMQVAEPRVRDVINSMEHAIVSRSPRIRYNPGLDAKLLYIPLAKLPTPVTDF.... Result: 0 (no interaction). (2) The miRNA is hsa-miR-3200-5p with sequence AAUCUGAGAAGGCGCACAAGGU. The protein sequence of the target gene is MGTGAADGSRGARRWLPWLGLFFWAAGAAAARGADGSEILPDSIPSAPGTLPHFIEEPEDAYIIKSNPIALRCKARPAMQIFFKCNGEWVHQNEHVSEESLDESSGLKVREVFINVTRQQVEDFHGPEDYWCQCVAWSHLGTSKSRKASVRIAYLRKNFEQDPQGREVPIEGMIVLHCRPPEGVPAAEVEWLKNEEPIDSEQDENIDTRADHNLIIRQARLSDSGNYTCMAANIVAKRRSLSATVVVYVNGGWSSWTEWSACNVRCGRGWQKRSRTCTNPAPLNGGAFCEGMSVQKITCT.... Result: 0 (no interaction). (3) The miRNA is hsa-miR-1234-3p with sequence UCGGCCUGACCACCCACCCCAC. The protein sequence of the target gene is MRGQGRKESLSDSRDLDGSYDQLTGHPPGPTKKALKQRFLKLLPCCGPQALPSVSETLAAPASLRPHRPRLLDPDSVDDEFELSTVCHRPEGLEQLQEQTKFTRKELQVLYRGFKNECPSGIVNEENFKQIYSQFFPQGDSSTYATFLFNAFDTNHDGSVSFEDFVAGLSVILRGTVDDRLNWAFNLYDLNKDGCITKEEMLDIMKSIYDMMGKYTYPALREEAPREHVESFFQKMDRNKDGVVTIEEFIESCQKDENIMRSMQLFDNVI. Result: 0 (no interaction). (4) The miRNA is hsa-miR-1185-2-3p with sequence AUAUACAGGGGGAGACUCUCAU. The protein sequence of the target gene is MSYTPGVGGDPAQLAQRISSNIQKITQCSVEIQRTLNQLGTPQDSPELRQQLQQKQQYTNQLAKETDKYIKEFGSLPTTPSEQRQRKIQKDRLVAEFTTSLTNFQKVQRQAAEREKEFVARVRASSRVSGSFPEDSSKERNLVSWESQTQPQVQVQDEEITEDDLRLIHERESSIRQLEADIMDINEIFKDLGMMIHEQGDVIDSIEANVENAEVHVQQANQQLSRAADYQRKSRKTLCIIILILVIGVAIISLIIWGLNH. Result: 1 (interaction). (5) The miRNA is hsa-miR-4317 with sequence ACAUUGCCAGGGAGUUU. The protein sequence of the target gene is MKCKPNQTRTYDPEGFKKRAACLCFRSEREDEVLLVSSSRYPDRWIVPGGGMEPEEEPGGAAVREVYEEAGVKGKLGRLLGVFEQNQDRKHRTYVYVLTVTELLEDWEDSVSIGRKREWFKVEDAIKVLQCHKPVHAEYLEKLKLGGSPTNGNSMAPSSPDSDP. Result: 0 (no interaction). (6) The miRNA is hsa-miR-661 with sequence UGCCUGGGUCUCUGGCCUGCGCGU. The protein sequence of the target gene is MERQQQQQQQLRNLRDFLLVYNRMTELCFQRCVPSLHHRALDAEEEACLHSCAGKLIHSNHRLMAAYVQLMPALVQRRIADYEAASAVPGVAAEQPGVSPSGS. Result: 1 (interaction). (7) The miRNA is hsa-miR-4425 with sequence UGUUGGGAUUCAGCAGGACCAU. The protein sequence of the target gene is MESSPIPQSSGNSSTLGRVPQTPGPSTASGVPEVGLRDVASESVALFFMLLLDLTAVAGNAAVMAVIAKTPALRKFVFVFHLCLVDLLAALTLMPLAMLSSSALFDHALFGEVACRLYLFLSVCFVSLAILSVSAINVERYYYVVHPMRYEVRMTLGLVASVLVGVWVKALAMASVPVLGRVSWEEGAPSVPPGCSLQWSHSAYCQLFVVVFAVLYFLLPLLLILVVYCSMFRVARVAAMQHGPLPTWMETPRQRSESLSSRSTMVTSSGAPQTTPHRTFGGGKAAVVLLAVGGQFLLCW.... Result: 1 (interaction).